Dataset: Forward reaction prediction with 1.9M reactions from USPTO patents (1976-2016). Task: Predict the product of the given reaction. (1) The product is: [CH:9]1([NH:8][CH2:7][CH2:6][CH2:5][C:4]([OH:15])=[O:3])[CH2:14][CH2:13][CH2:12][CH2:11][CH2:10]1. Given the reactants C([O:3][C:4](=[O:15])[CH2:5][CH2:6][CH2:7][NH:8][CH:9]1[CH2:14][CH2:13][CH2:12][CH2:11][CH2:10]1)C.[OH-].[Na+], predict the reaction product. (2) Given the reactants [Cl:1][C:2]1[C:7]([NH:8][S:9]([CH2:12][Cl:13])(=[O:11])=[O:10])=[CH:6][C:5]([NH:14]C(=O)C)=[C:4]([F:18])[CH:3]=1.[OH-].[Na+], predict the reaction product. The product is: [NH2:14][C:5]1[C:4]([F:18])=[CH:3][C:2]([Cl:1])=[C:7]([NH:8][S:9]([CH2:12][Cl:13])(=[O:11])=[O:10])[CH:6]=1. (3) Given the reactants Cl.[CH3:2][O:3][C:4]1[CH:5]=[C:6]([C:12]2[C:13]([CH3:25])([CH3:24])[C:14](=[O:23])[N:15]([CH:17]3[CH2:22][CH2:21][NH:20][CH2:19][CH2:18]3)[N:16]=2)[CH:7]=[CH:8][C:9]=1[O:10][CH3:11].[C:26]([O:29][C:30]1[CH:35]=[CH:34][CH:33]=[CH:32][C:31]=1[C:36](Cl)=[O:37])(=[O:28])[CH3:27], predict the reaction product. The product is: [C:26]([O:29][C:30]1[CH:35]=[CH:34][CH:33]=[CH:32][C:31]=1[C:36]([N:20]1[CH2:21][CH2:22][CH:17]([N:15]2[C:14](=[O:23])[C:13]([CH3:25])([CH3:24])[C:12]([C:6]3[CH:7]=[CH:8][C:9]([O:10][CH3:11])=[C:4]([O:3][CH3:2])[CH:5]=3)=[N:16]2)[CH2:18][CH2:19]1)=[O:37])(=[O:28])[CH3:27].